This data is from Human Reference Interactome with 51,813 positive PPI pairs across 8,248 proteins, plus equal number of experimentally-validated negative pairs. The task is: Binary Classification. Given two protein amino acid sequences, predict whether they physically interact or not. Protein 1 (ENSG00000125730) has sequence MGPTSGPSLLLLLLTHLPLALGSPMYSIITPNILRLESEETMVLEAHDAQGDVPVTVTVHDFPGKKLVLSSEKTVLTPATNHMGNVTFTIPANREFKSEKGRNKFVTVQATFGTQVVEKVVLVSLQSGYLFIQTDKTIYTPGSTVLYRIFTVNHKLLPVGRTVMVNIENPEGIPVKQDSLSSQNQLGVLPLSWDIPELVNMGQWKIRAYYENSPQQVFSTEFEVKEYVLPSFEVIVEPTEKFYYIYNEKGLEVTITARFLYGKKVEGTAFVIFGIQDGEQRISLPESLKRIPIEDGSGEV.... Protein 2 (ENSG00000126522) has sequence MASESGKLWGGRFVGAVDPIMEKFNASIAYDRHLWEVDVQGSKAYSRGLEKAGLLTKAEMDQILHGLDKVAEEWAQGTFKLNSNDEDIHTANERRLKELIGATAGKLHTGRSRNDQVVTDLRLWMRQTCSTLSGLLWELIRTMVDRAEAERDVLFPGYTHLQRAQPIRWSHWILSHAVALTRDSERLLEVRKRINVLPLGSGAIAGNPLGVDRELLRAELNFGAITLNSMDATSERDFVAEFLFWASLCMTHLSRMAEDLILYCTKEFSFVQLSDAYSTGSSLMPQKKNPDSLELIRSKA.... Result: 0 (the proteins do not interact).